Dataset: Forward reaction prediction with 1.9M reactions from USPTO patents (1976-2016). Task: Predict the product of the given reaction. (1) Given the reactants [Cl:1][C:2]1[C:3]([CH:8](C(OCC)=O)[C:9]([O:11][CH2:12][CH3:13])=[O:10])=[N:4][CH:5]=[CH:6][N:7]=1.CS(C)=O.[Cl-].[Na+], predict the reaction product. The product is: [Cl:1][C:2]1[C:3]([CH2:8][C:9]([O:11][CH2:12][CH3:13])=[O:10])=[N:4][CH:5]=[CH:6][N:7]=1. (2) The product is: [C:1]([O:5][C:6]([NH:7][CH:8]([CH2:9][CH3:11])[CH:44]([OH:43])[C:45]([OH:40])=[O:22])=[O:15])([CH3:4])([CH3:3])[CH3:2]. Given the reactants [C:1]([O:5][C:6](=[O:15])[NH:7][C@@H:8](CC)[CH:9]([C:11]#N)O)([CH3:4])([CH3:3])[CH3:2].C1([O:22]C)C=CC=CC=1.Cl.C(OC(OC(C)(C)C)=O)(OC(C)(C)C)=O.[O:40]1[CH2:45][CH2:44][O:43]CC1, predict the reaction product.